From a dataset of Full USPTO retrosynthesis dataset with 1.9M reactions from patents (1976-2016). Predict the reactants needed to synthesize the given product. (1) Given the product [Br:1][C:2]1[CH:3]=[C:4]([N:11]2[CH2:14][CH:13]([C:24]([OH:25])([CH3:26])[CH3:18])[CH2:12]2)[C:5]2[C:6]([CH:10]=1)=[N:7][O:8][N:9]=2, predict the reactants needed to synthesize it. The reactants are: [Br:1][C:2]1[CH:3]=[C:4]([N:11]2[CH2:14][CH:13](C(O)=O)[CH2:12]2)[C:5]2[C:6]([CH:10]=1)=[N:7][O:8][N:9]=2.[CH3:18][Mg+].[Br-].CCO[C:24]([CH3:26])=[O:25]. (2) Given the product [C:21]([NH:25][S:26]([C:29]1[CH:34]=[CH:33][C:32]([N:35]2[C:4](=[O:6])[C:3]([CH:9]([C:15]3[CH:16]=[CH:17][CH:18]=[CH:19][CH:20]=3)[C:10]([O:12][CH2:13][CH3:14])=[O:11])=[CH:1][NH:36]2)=[N:31][CH:30]=1)(=[O:28])=[O:27])([CH3:24])([CH3:22])[CH3:23], predict the reactants needed to synthesize it. The reactants are: [CH:1]([CH:3]([CH:9]([C:15]1[CH:20]=[CH:19][CH:18]=[CH:17][CH:16]=1)[C:10]([O:12][CH2:13][CH3:14])=[O:11])[C:4]([O:6]CC)=O)=O.[C:21]([NH:25][S:26]([C:29]1[CH:30]=[N:31][C:32]([NH:35][NH2:36])=[CH:33][CH:34]=1)(=[O:28])=[O:27])([CH3:24])([CH3:23])[CH3:22].C(NS(C1C=CC(N2C(=O)C(C(C3C=CC=CC=3)C(OC)=O)=CN2)=NC=1)(=O)=O)(C)(C)C. (3) Given the product [O:45]1[CH2:44][CH:43]([N:40]2[CH2:41][CH2:42][N:37]([C:34]3[CH:33]=[CH:32][C:31]([NH:30][C:28]4[N:27]=[CH:26][N:25]=[C:24]([C:21]5[CH:22]=[CH:23][C:16]([O:14][CH2:13][CH:10]6[CH2:11][CH2:12][O:7][CH2:8][CH2:9]6)=[C:17]([CH:20]=5)[C:18]#[N:19])[N:29]=4)=[CH:36][CH:35]=3)[CH2:38][CH2:39]2)[CH2:46]1, predict the reactants needed to synthesize it. The reactants are: CC(C)([O-])C.[K+].[O:7]1[CH2:12][CH2:11][CH:10]([CH2:13][OH:14])[CH2:9][CH2:8]1.F[C:16]1[CH:23]=[CH:22][C:21]([C:24]2[N:29]=[C:28]([NH:30][C:31]3[CH:36]=[CH:35][C:34]([N:37]4[CH2:42][CH2:41][N:40]([CH:43]5[CH2:46][O:45][CH2:44]5)[CH2:39][CH2:38]4)=[CH:33][CH:32]=3)[N:27]=[CH:26][N:25]=2)=[CH:20][C:17]=1[C:18]#[N:19]. (4) Given the product [F:28][C:2]([F:1])([F:27])[O:3][C:4]1[CH:9]=[CH:8][C:7]([N:10]2[C:14]3[CH:15]=[CH:16][C:17]4[CH:22]=[C:21]([C:23]([OH:25])=[O:24])[CH:20]=[CH:19][C:18]=4[C:13]=3[N:12]=[CH:11]2)=[CH:6][CH:5]=1, predict the reactants needed to synthesize it. The reactants are: [F:1][C:2]([F:28])([F:27])[O:3][C:4]1[CH:9]=[CH:8][C:7]([N:10]2[C:14]3[CH:15]=[CH:16][C:17]4[CH:22]=[C:21]([C:23]([O:25]C)=[O:24])[CH:20]=[CH:19][C:18]=4[C:13]=3[N:12]=[CH:11]2)=[CH:6][CH:5]=1.O[Li].O.